This data is from Catalyst prediction with 721,799 reactions and 888 catalyst types from USPTO. The task is: Predict which catalyst facilitates the given reaction. (1) Product: [N:1]1([CH2:13][CH2:12][C:11]([OH:15])=[O:14])[C:10]2[C:5](=[CH:6][CH:7]=[CH:8][CH:9]=2)[CH2:4][CH2:3][CH2:2]1. Reactant: [NH:1]1[C:10]2[C:5](=[CH:6][CH:7]=[CH:8][CH:9]=2)[CH2:4][CH2:3][CH2:2]1.[C:11]([O:15]C)(=[O:14])[CH:12]=[CH2:13].[Li+].[OH-].Cl. The catalyst class is: 404. (2) Reactant: Cl[C:2]1[CH:7]=[C:6]([Cl:8])[N:5]=[C:4]([NH2:9])[N:3]=1.[CH:10]1([NH2:16])[CH2:15][CH2:14][CH2:13][CH2:12][CH2:11]1.CCN(C(C)C)C(C)C. Product: [Cl:8][C:6]1[N:5]=[C:4]([NH2:9])[N:3]=[C:2]([NH:16][CH:10]2[CH2:15][CH2:14][CH2:13][CH2:12][CH2:11]2)[CH:7]=1. The catalyst class is: 114. (3) Reactant: [CH2:1]([OH:8])[C:2]1[CH:7]=[CH:6][CH:5]=[CH:4][CH:3]=1.[H-].[Na+].[F:11][C:12]1[C:13]([NH:19][CH2:20][C:21]2([C:27]#[N:28])[CH2:26][CH2:25][O:24][CH2:23][CH2:22]2)=[N:14][C:15](F)=[CH:16][CH:17]=1. Product: [CH2:1]([O:8][C:15]1[N:14]=[C:13]([NH:19][CH2:20][C:21]2([C:27]#[N:28])[CH2:22][CH2:23][O:24][CH2:25][CH2:26]2)[C:12]([F:11])=[CH:17][CH:16]=1)[C:2]1[CH:7]=[CH:6][CH:5]=[CH:4][CH:3]=1. The catalyst class is: 163. (4) Reactant: [CH2:1]([C:8]1[C:16]2[C:11](=[CH:12][CH:13]=[C:14](Br)[CH:15]=2)[N:10]([CH3:18])[C:9]=1[C:19]1[CH:24]=[CH:23][CH:22]=[CH:21][CH:20]=1)[C:2]1[CH:7]=[CH:6][CH:5]=[CH:4][CH:3]=1.[C:25]([O-:28])([O-])=O.[K+].[K+].ClCCl. Product: [CH2:1]([C:8]1[C:16]2[C:11](=[CH:12][CH:13]=[C:14]([C:2]3[CH:7]=[CH:6][C:5]([O:28][CH3:25])=[CH:4][CH:3]=3)[CH:15]=2)[N:10]([CH3:18])[C:9]=1[C:19]1[CH:24]=[CH:23][CH:22]=[CH:21][CH:20]=1)[C:2]1[CH:7]=[CH:6][CH:5]=[CH:4][CH:3]=1. The catalyst class is: 75. (5) Reactant: [NH2:1][CH:2]1[CH2:7][CH2:6][N:5]([C:8]([O:10][C:11]([CH3:14])([CH3:13])[CH3:12])=[O:9])[CH2:4][CH2:3]1.C(N(CC)C(C)C)(C)C.[Cl:24][C:25]1[CH:30]=[C:29](Cl)[N:28]=[C:27]([C:32]([F:35])([F:34])[F:33])[N:26]=1. Product: [Cl:24][C:25]1[N:26]=[C:27]([C:32]([F:35])([F:34])[F:33])[N:28]=[C:29]([NH:1][CH:2]2[CH2:3][CH2:4][N:5]([C:8]([O:10][C:11]([CH3:14])([CH3:13])[CH3:12])=[O:9])[CH2:6][CH2:7]2)[CH:30]=1. The catalyst class is: 34. (6) Reactant: [NH2:1][C:2]1[C:10]2[C:9]([C:11]3[CH:16]=[CH:15][C:14]([Cl:17])=[C:13]([Cl:18])[CH:12]=3)=[N:8][C:7](S(C)=O)=[N:6][C:5]=2[S:4][C:3]=1[C:22]([NH2:24])=[O:23].[NH2:25][CH:26]1[CH2:29][N:28]([C:30]([O:32][C:33]([CH3:36])([CH3:35])[CH3:34])=[O:31])[CH2:27]1. Product: [NH2:1][C:2]1[C:10]2[C:9]([C:11]3[CH:16]=[CH:15][C:14]([Cl:17])=[C:13]([Cl:18])[CH:12]=3)=[N:8][C:7]([NH:25][CH:26]3[CH2:27][N:28]([C:30]([O:32][C:33]([CH3:36])([CH3:35])[CH3:34])=[O:31])[CH2:29]3)=[N:6][C:5]=2[S:4][C:3]=1[C:22](=[O:23])[NH2:24]. The catalyst class is: 1. (7) Reactant: O[CH2:2][C@@H:3]([C@@H:5](/[CH:7]=[CH:8]\[CH2:9]CCCCCCCCCCCC)[OH:6])N.[C:22](Cl)(=[O:38])[CH2:23]CCCCCCCCCCCCCC. Product: [C:22]([O:6][CH2:5][CH3:7])(=[O:38])[CH3:23].[CH3:2][CH2:3][CH2:5][CH2:7][CH2:8][CH3:9]. The catalyst class is: 147. (8) Reactant: Br[C:2]1[N:7]=[C:6]([CH2:8][NH:9][C@H:10]([CH:13]([CH3:15])[CH3:14])[CH2:11][OH:12])[C:5]([F:16])=[CH:4][CH:3]=1.[F:17][C:18]1[C:23]([F:24])=[C:22]([F:25])[CH:21]=[CH:20][C:19]=1B(O)O.C([O-])([O-])=O.[Cs+].[Cs+].[O-]P([O-])([O-])=O.[O-]P([O-])([O-])=O.[Ca+2].[Ca+2].[Ca+2]. Product: [F:16][C:5]1[C:6]([CH2:8][NH:9][C@H:10]([CH:13]([CH3:15])[CH3:14])[CH2:11][OH:12])=[N:7][C:2]([C:21]2[CH:20]=[CH:19][C:18]([F:17])=[C:23]([F:24])[C:22]=2[F:25])=[CH:3][CH:4]=1. The catalyst class is: 29.